From a dataset of Forward reaction prediction with 1.9M reactions from USPTO patents (1976-2016). Predict the product of the given reaction. (1) Given the reactants Cl[C:2]1[CH:7]=[CH:6][C:5]([C:8]2[CH:13]=[C:12]([O:14][CH3:15])[CH:11]=[CH:10][C:9]=2[F:16])=[C:4]([CH:17]([O:22][CH3:23])[C:18]([CH3:21])([CH3:20])[CH3:19])[CH:3]=1.[F-].[Cs+].[CH:26]([Sn](CCCC)(CCCC)CCCC)=[CH2:27], predict the reaction product. The product is: [F:16][C:9]1[CH:10]=[CH:11][C:12]([O:14][CH3:15])=[CH:13][C:8]=1[C:5]1[CH:6]=[CH:7][C:2]([CH:26]=[CH2:27])=[CH:3][C:4]=1[CH:17]([O:22][CH3:23])[C:18]([CH3:21])([CH3:20])[CH3:19]. (2) The product is: [C:16]1([CH3:19])[CH:15]=[CH:14][C:13]([C:3]2[N:4]=[CH:5][C:6]([NH2:8])=[N:7][C:2]=2[C:13]2[CH:18]=[CH:17][C:16]([CH3:19])=[CH:15][CH:14]=2)=[CH:18][CH:17]=1. Given the reactants Cl[C:2]1[N:7]=[C:6]([NH2:8])[CH:5]=[N:4][C:3]=1I.N#N.B(O)(O)[C:13]1[CH:14]=[CH:15][C:16]([CH3:19])=[CH:17][CH:18]=1.C([O-])([O-])=O.[K+].[K+], predict the reaction product. (3) Given the reactants C=CC[C:4]1[CH:9]=[C:8]([O:10][C:11]2[C:16]([OH:17])=[C:15]([OH:18])[CH:14]=[C:13]([CH2:19][CH:20]=[CH2:21])[CH:12]=2)[CH:7]=[CH:6][CH:5]=1.[CH3:22][CH2:23][CH2:24]CCC, predict the reaction product. The product is: [CH:22](/[C:5]1[CH:4]=[CH:9][C:8]([O:10][C:11]2[CH:12]=[C:13](/[CH:19]=[CH:20]/[CH3:21])[CH:14]=[C:15]([OH:18])[C:16]=2[OH:17])=[CH:7][CH:6]=1)=[CH:23]\[CH3:24]. (4) Given the reactants [F:1][C:2]1[CH:9]=[CH:8][CH:7]=[CH:6][C:3]=1[CH:4]=O.[Si]([C:14]#[N:15])(C)(C)C.[C:16]([N:23]1[CH2:28][CH2:27][NH:26][CH2:25][CH2:24]1)([O:18][C:19]([CH3:22])([CH3:21])[CH3:20])=[O:17], predict the reaction product. The product is: [C:19]([O:18][C:16]([N:23]1[CH2:28][CH2:27][N:26]([CH:4]([C:14]#[N:15])[C:3]2[CH:6]=[CH:7][CH:8]=[CH:9][C:2]=2[F:1])[CH2:25][CH2:24]1)=[O:17])([CH3:22])([CH3:20])[CH3:21].